From a dataset of Forward reaction prediction with 1.9M reactions from USPTO patents (1976-2016). Predict the product of the given reaction. (1) Given the reactants [Li].[Br:2][C:3]1[CH:8]=[CH:7][C:6]([C:9](=O)[C:10]([F:13])([F:12])[F:11])=[CH:5][CH:4]=1.[CH2:15]1COCC1, predict the reaction product. The product is: [Br:2][C:3]1[CH:8]=[CH:7][C:6]([C:9]([C:10]([F:13])([F:12])[F:11])=[CH2:15])=[CH:5][CH:4]=1. (2) Given the reactants [Cl:1][C:2]1[N:10]=[CH:9][N:8]=[C:7]2[C:3]=1[NH:4][CH:5]=[N:6]2.C(=O)([O-])[O-].[K+].[K+].Cl[CH2:18][O:19][CH2:20][CH2:21][Si:22]([CH3:25])([CH3:24])[CH3:23], predict the reaction product. The product is: [Cl:1][C:2]1[N:10]=[CH:9][N:8]=[C:7]2[C:3]=1[N:4]=[CH:5][N:6]2[CH2:18][O:19][CH2:20][CH2:21][Si:22]([CH3:25])([CH3:24])[CH3:23].